This data is from Full USPTO retrosynthesis dataset with 1.9M reactions from patents (1976-2016). The task is: Predict the reactants needed to synthesize the given product. (1) Given the product [CH3:8][C@H:4]1[CH2:5][CH2:6][CH2:7][C@@H:2]([CH3:1])[N:3]1[CH2:9][CH2:10][NH:11][C:12]([C@@H:14]1[CH2:19][CH2:18][CH2:17][CH2:16][NH:15]1)=[O:13], predict the reactants needed to synthesize it. The reactants are: [CH3:1][C@H:2]1[CH2:7][CH2:6][CH2:5][C@@H:4]([CH3:8])[N:3]1[CH2:9][CH2:10][NH:11][C:12]([C@@H:14]1[CH2:19][CH2:18][CH2:17][CH2:16][N:15]1C(OC(C)(C)C)=O)=[O:13].FC(F)(F)C(O)=O. (2) Given the product [CH3:1][C:2]1[CH:7]=[C:6]([CH3:8])[NH:5][C:4](=[O:9])[C:3]=1[CH2:10][NH:11][C:12]([C:14]1[C:15]2[C:16]([CH3:34])=[CH:17][N:18]([CH:31]([CH3:33])[CH3:32])[C:19]=2[CH:20]=[C:21]([C:23]2[CH:24]=[N:25][C:26]([CH2:29][N:35]3[CH2:39][CH2:38][CH2:37][CH2:36]3)=[CH:27][CH:28]=2)[CH:22]=1)=[O:13], predict the reactants needed to synthesize it. The reactants are: [CH3:1][C:2]1[CH:7]=[C:6]([CH3:8])[NH:5][C:4](=[O:9])[C:3]=1[CH2:10][NH:11][C:12]([C:14]1[C:15]2[C:16]([CH3:34])=[CH:17][N:18]([CH:31]([CH3:33])[CH3:32])[C:19]=2[CH:20]=[C:21]([C:23]2[CH:24]=[N:25][C:26]([CH:29]=O)=[CH:27][CH:28]=2)[CH:22]=1)=[O:13].[NH:35]1[CH2:39][CH2:38][CH2:37][CH2:36]1.S([O-])([O-])(=O)=O.[Na+].[Na+].[BH4-].[Na+]. (3) Given the product [ClH:36].[ClH:36].[F:1][C@H:2]1[C@@H:7]([CH2:8][NH:9][C:10]([C:12]2[N:13]=[N:14][C:15]([CH2:31][CH2:32][CH2:33][CH3:34])=[C:16]([C:18]3[CH:23]=[CH:22][C:21]([O:24][CH:25]4[CH2:30][CH2:29][CH2:28][CH2:27][CH2:26]4)=[CH:20][CH:19]=3)[CH:17]=2)=[O:11])[CH2:6][CH2:5][N:4]([CH3:35])[CH2:3]1, predict the reactants needed to synthesize it. The reactants are: [F:1][C@H:2]1[C@@H:7]([CH2:8][NH:9][C:10]([C:12]2[N:13]=[N:14][C:15]([CH2:31][CH2:32][CH2:33][CH3:34])=[C:16]([C:18]3[CH:23]=[CH:22][C:21]([O:24][CH:25]4[CH2:30][CH2:29][CH2:28][CH2:27][CH2:26]4)=[CH:20][CH:19]=3)[CH:17]=2)=[O:11])[CH2:6][CH2:5][N:4]([CH3:35])[CH2:3]1.[ClH:36].O1CCOCC1. (4) Given the product [NH2:3][C@H:12]([C:14]1[CH:15]=[C:16]([CH:31]=[CH:32][CH:33]=1)[CH2:17][N:18]1[CH2:19][CH2:20][N:21]([C:24]([O:26][C:27]([CH3:28])([CH3:30])[CH3:29])=[O:25])[CH2:22][CH2:23]1)[CH3:13], predict the reactants needed to synthesize it. The reactants are: O=C1C2C(=CC=CC=2)C(=O)[N:3]1[C@H:12]([C:14]1[CH:15]=[C:16]([CH:31]=[CH:32][CH:33]=1)[CH2:17][N:18]1[CH2:23][CH2:22][N:21]([C:24]([O:26][C:27]([CH3:30])([CH3:29])[CH3:28])=[O:25])[CH2:20][CH2:19]1)[CH3:13]. (5) Given the product [CH2:12]([O:19][C:20](=[O:24])[CH2:21][N:22]([CH2:34][CH2:33][NH:32][C:30]([O:29][C:25]([CH3:28])([CH3:27])[CH3:26])=[O:31])[CH3:23])[C:13]1[CH:18]=[CH:17][CH:16]=[CH:15][CH:14]=1, predict the reactants needed to synthesize it. The reactants are: C1(C)C=CC(S(O)(=O)=O)=CC=1.[CH2:12]([O:19][C:20](=[O:24])[CH2:21][NH:22][CH3:23])[C:13]1[CH:18]=[CH:17][CH:16]=[CH:15][CH:14]=1.[C:25]([O:29][C:30]([NH:32][CH2:33][CH2:34]Br)=[O:31])([CH3:28])([CH3:27])[CH3:26].C(N(C(C)C)CC)(C)C. (6) Given the product [C:1]([C:5]1[CH:6]=[C:7]2[C:12](=[C:13]([F:15])[CH:14]=1)[C:11](=[O:16])[N:10]([C:17]1[C:18]([CH2:38][OH:39])=[C:19]([N:23]3[CH:27]=[C:26]([C:28]([NH2:29])=[O:40])[C:25]([NH:30][C:31]4[CH:36]=[CH:35][C:34]([Cl:37])=[CH:33][N:32]=4)=[N:24]3)[CH:20]=[CH:21][CH:22]=1)[N:9]=[CH:8]2)([CH3:4])([CH3:2])[CH3:3], predict the reactants needed to synthesize it. The reactants are: [C:1]([C:5]1[CH:6]=[C:7]2[C:12](=[C:13]([F:15])[CH:14]=1)[C:11](=[O:16])[N:10]([C:17]1[C:18]([CH2:38][OH:39])=[C:19]([N:23]3[CH:27]=[C:26]([C:28]#[N:29])[C:25]([NH:30][C:31]4[CH:36]=[CH:35][C:34]([Cl:37])=[CH:33][N:32]=4)=[N:24]3)[CH:20]=[CH:21][CH:22]=1)[N:9]=[CH:8]2)([CH3:4])([CH3:3])[CH3:2].[O:40]1CCCC1.